Dataset: Full USPTO retrosynthesis dataset with 1.9M reactions from patents (1976-2016). Task: Predict the reactants needed to synthesize the given product. (1) Given the product [Br:29][C:30]1[CH:35]=[CH:34][C:33]([CH2:36][CH:15]2[CH2:16][CH2:17][N:13]([C@H:10]3[CH2:9][CH2:8][C@@H:7]([OH:6])[CH2:12][CH2:11]3)[C:14]2=[O:18])=[C:32]([Cl:38])[CH:31]=1, predict the reactants needed to synthesize it. The reactants are: C([Si](C)(C)[O:6][C@@H:7]1[CH2:12][CH2:11][C@H:10]([N:13]2[CH2:17][CH2:16][CH2:15][C:14]2=[O:18])[CH2:9][CH2:8]1)(C)(C)C.[Li+].CC([N-]C(C)C)C.[Br:29][C:30]1[CH:35]=[CH:34][C:33]([CH2:36]Br)=[C:32]([Cl:38])[CH:31]=1.Cl. (2) Given the product [CH3:1][O:2][C:3](=[O:14])[C:4]1[CH:9]=[C:8]([N+:10]([O-:12])=[O:11])[CH:7]=[C:6]([Cl:19])[CH:5]=1, predict the reactants needed to synthesize it. The reactants are: [CH3:1][O:2][C:3](=[O:14])[C:4]1[CH:9]=[C:8]([N+:10]([O-:12])=[O:11])[CH:7]=[C:6](N)[CH:5]=1.N([O-])=O.[Na+].[ClH:19]. (3) The reactants are: C(Cl)(=O)C(Cl)=O.[I:7][C:8]1[C:9]([C:22]([OH:24])=O)=[N:10][N:11]([CH2:13][C:14]2[CH:19]=[CH:18][C:17]([O:20][CH3:21])=[CH:16][CH:15]=2)[CH:12]=1.[I:25][C:26]1[CH:27]=[N:28][N:29]([CH2:34][C:35]2[CH:40]=[CH:39][C:38]([O:41][CH3:42])=[CH:37][CH:36]=2)[C:30]=1[C:31]([OH:33])=O.Cl.[CH3:44][NH:45][O:46][CH3:47].CCN(CC)CC. Given the product [I:7][C:8]1[C:9]([C:22]([N:45]([O:46][CH3:47])[CH3:44])=[O:24])=[N:10][N:11]([CH2:13][C:14]2[CH:15]=[CH:16][C:17]([O:20][CH3:21])=[CH:18][CH:19]=2)[CH:12]=1.[I:25][C:26]1[CH:27]=[N:28][N:29]([CH2:34][C:35]2[CH:40]=[CH:39][C:38]([O:41][CH3:42])=[CH:37][CH:36]=2)[C:30]=1[C:31]([N:45]([O:46][CH3:47])[CH3:44])=[O:33], predict the reactants needed to synthesize it. (4) The reactants are: Cl[C:2]1[N:7]=[C:6]([NH:8][C@H:9]([CH2:12][CH3:13])[CH2:10][OH:11])[C:5]([C:14]2[S:15][CH:16]=[CH:17][CH:18]=2)=[CH:4][N:3]=1.[NH2:19][C:20]1[CH:25]=[CH:24][C:23]([S@:26]([CH:34]2[CH2:36][CH2:35]2)(=[N:28][C:29]([O:31][CH2:32][CH3:33])=[O:30])=[O:27])=[CH:22][CH:21]=1. Given the product [CH2:32]([O:31][C:29]([N:28]=[S@:26]([C:23]1[CH:22]=[CH:21][C:20]([NH:19][C:2]2[N:7]=[C:6]([NH:8][C@@H:9]([CH2:10][OH:11])[CH2:12][CH3:13])[C:5]([C:14]3[S:15][CH:16]=[CH:17][CH:18]=3)=[CH:4][N:3]=2)=[CH:25][CH:24]=1)([CH:34]1[CH2:35][CH2:36]1)=[O:27])=[O:30])[CH3:33], predict the reactants needed to synthesize it. (5) Given the product [F:1][C:2]1[CH:3]=[C:4]([NH:5][C:12](=[O:14])[CH:11]=[N:25][OH:26])[CH:6]=[C:7]([F:9])[CH:8]=1, predict the reactants needed to synthesize it. The reactants are: [F:1][C:2]1[CH:3]=[C:4]([CH:6]=[C:7]([F:9])[CH:8]=1)[NH2:5].Cl[C:11](Cl)(Cl)[CH:12]([OH:14])O.S([O-])([O-])(=O)=O.[Na+].[Na+].Cl.[NH2:25][OH:26].